Dataset: TCR-epitope binding with 47,182 pairs between 192 epitopes and 23,139 TCRs. Task: Binary Classification. Given a T-cell receptor sequence (or CDR3 region) and an epitope sequence, predict whether binding occurs between them. The epitope is VLAWLYAAV. The TCR CDR3 sequence is CASSFFVGRGNEQFF. Result: 1 (the TCR binds to the epitope).